Dataset: Catalyst prediction with 721,799 reactions and 888 catalyst types from USPTO. Task: Predict which catalyst facilitates the given reaction. (1) Reactant: [CH3:1][O:2][C:3]1[C:11]([O:12]C)=[CH:10][CH:9]=[C:8]2[C:4]=1[CH2:5][CH2:6][C:7]2=[O:14].[C-]#N.[Na+]. Product: [OH:12][C:11]1[C:3]([O:2][CH3:1])=[C:4]2[C:8](=[CH:9][CH:10]=1)[C:7](=[O:14])[CH2:6][CH2:5]2. The catalyst class is: 16. (2) Reactant: [C:1]([C:3]1[CH:8]=[C:7]([N:9]2[CH2:14][CH2:13][CH:12]([N:15](C)[C:16](=O)OC(C)(C)C)[CH2:11][CH2:10]2)[CH:6]=[CH:5][N:4]=1)#[N:2].C(O)(C(F)(F)F)=O. Product: [CH3:16][NH:15][CH:12]1[CH2:11][CH2:10][N:9]([C:7]2[CH:6]=[CH:5][N:4]=[C:3]([C:1]#[N:2])[CH:8]=2)[CH2:14][CH2:13]1. The catalyst class is: 2.